Dataset: HIV replication inhibition screening data with 41,000+ compounds from the AIDS Antiviral Screen. Task: Binary Classification. Given a drug SMILES string, predict its activity (active/inactive) in a high-throughput screening assay against a specified biological target. The compound is COC1C2(O)C(=O)N3C=CC(C)(C)c4[nH]c5ccccc5c4C=C3C(=O)N2C23C(C)C(C)(C)N2c2ccccc2C13O. The result is 0 (inactive).